From a dataset of Full USPTO retrosynthesis dataset with 1.9M reactions from patents (1976-2016). Predict the reactants needed to synthesize the given product. (1) Given the product [Cl:31][C:32]1[CH:33]=[CH:34][C:35]([C:38]2[CH2:43][CH2:42][N:41]([C:44]3[N:49]=[CH:48][N:47]([CH2:50][C:51]4[S:52][C:53]([C:56]([F:57])([F:58])[F:59])=[CH:54][CH:55]=4)[C:46](=[O:60])[N:45]=3)[CH2:40][CH:39]=2)=[CH:36][CH:37]=1, predict the reactants needed to synthesize it. The reactants are: OC1(C2C=CC=CC=2)CCN(C2N=CN(CC3SC(C(F)(F)F)=CC=3)C(=O)N=2)CC1.[Cl:31][C:32]1[CH:37]=[CH:36][C:35]([C:38]2(O)[CH2:43][CH2:42][N:41]([C:44]3[N:49]=[CH:48][N:47]([CH2:50][C:51]4[S:52][C:53]([C:56]([F:59])([F:58])[F:57])=[CH:54][CH:55]=4)[C:46](=[O:60])[N:45]=3)[CH2:40][CH2:39]2)=[CH:34][CH:33]=1. (2) Given the product [CH3:53][C:43]1[CH:48]=[CH:47][C:46]([S:49]([O:20][C:18]2[N:1]=[C:2]3[CH2:3][CH2:4][C@@H:5]([C:7]([O:9][CH2:10][CH3:11])=[O:8])[N:6]3[C:16](=[O:21])[CH:17]=2)(=[O:51])=[O:50])=[CH:45][CH:44]=1, predict the reactants needed to synthesize it. The reactants are: [NH2:1][CH:2]1[NH:6][C@H:5]([C:7]([O:9][CH2:10][CH3:11])=[O:8])[CH2:4][CH2:3]1.[K+].C(O[C:16](=[O:21])[CH2:17][C:18]([O-:20])=O)C.CCN=C=NCCCN(C)C.Cl.C(N(C(C)C)CC)(C)C.[C:43]1([CH3:53])[CH:48]=[CH:47][C:46]([S:49](Cl)(=[O:51])=[O:50])=[CH:45][CH:44]=1.